From a dataset of Catalyst prediction with 721,799 reactions and 888 catalyst types from USPTO. Predict which catalyst facilitates the given reaction. Reactant: S(=O)(=O)(O)[OH:2].[NH2:6][C:7]1[CH:12]=[CH:11][C:10]([CH2:13][C:14]#[N:15])=[C:9]([CH3:16])[CH:8]=1. Product: [NH2:6][C:7]1[CH:12]=[CH:11][C:10]([CH2:13][C:14]([NH2:15])=[O:2])=[C:9]([CH3:16])[CH:8]=1. The catalyst class is: 389.